Dataset: Rat liver microsome stability data. Task: Regression/Classification. Given a drug SMILES string, predict its absorption, distribution, metabolism, or excretion properties. Task type varies by dataset: regression for continuous measurements (e.g., permeability, clearance, half-life) or binary classification for categorical outcomes (e.g., BBB penetration, CYP inhibition). Dataset: rlm. (1) The compound is CN(C)c1cccc(-c2ccnc(N3CCC(C(N)=O)CC3)n2)c1. The result is 1 (stable in rat liver microsomes). (2) The compound is COc1ccc2c(c1)O/C(=C\c1ccc(OCCN3CCCCC3)c(Cl)c1)C2=O. The result is 1 (stable in rat liver microsomes). (3) The compound is COc1cc(N2CCN(C3CCN(c4ccc(F)c5cc(C(F)(F)F)cnc45)CC3)CC2)c2ncccc2c1. The result is 1 (stable in rat liver microsomes). (4) The drug is CCOc1ccc(CNC(=O)CCCn2nc(C)c3c(C)n(-c4ccc(C)cc4)nc3c2=O)cc1. The result is 1 (stable in rat liver microsomes). (5) The compound is COc1ccc(CNc2ccc(S(=O)(=O)Nc3nccs3)cc2)c(O)c1. The result is 1 (stable in rat liver microsomes). (6) The compound is CN(C)C(=O)c1ccc(-c2ccnc(O)c2N)cc1. The result is 0 (unstable in rat liver microsomes). (7) The drug is COc1ccccc1C(=O)Nc1ccccc1C(=O)Nc1cccc(C(F)(F)F)c1. The result is 0 (unstable in rat liver microsomes).